From a dataset of Forward reaction prediction with 1.9M reactions from USPTO patents (1976-2016). Predict the product of the given reaction. (1) Given the reactants [CH3:1][C:2]1[N:20]([CH2:21][C:22]2[C:31]3[C:26](=[CH:27][CH:28]=[CH:29][CH:30]=3)[CH:25]=[CH:24][CH:23]=2)[C:5]2=[N:6][C:7]([N:14]3[CH2:19][CH2:18][O:17][CH2:16][CH2:15]3)=[CH:8][C:9]([C:10]([O:12]C)=[O:11])=[C:4]2[N:3]=1, predict the reaction product. The product is: [CH3:1][C:2]1[N:20]([CH2:21][C:22]2[C:31]3[C:26](=[CH:27][CH:28]=[CH:29][CH:30]=3)[CH:25]=[CH:24][CH:23]=2)[C:5]2=[N:6][C:7]([N:14]3[CH2:19][CH2:18][O:17][CH2:16][CH2:15]3)=[CH:8][C:9]([C:10]([OH:12])=[O:11])=[C:4]2[N:3]=1. (2) Given the reactants [OH:1][CH2:2][CH2:3][NH:4][C:5]1[CH:6]=[C:7]2[C:11](=[CH:12][CH:13]=1)[C:10](=[C:14]1[C:22]3[C:17](=[CH:18][CH:19]=[CH:20][CH:21]=3)[NH:16][C:15]1=[O:23])[O:9][CH2:8]2.[Br:24][CH2:25][C:26](O[C:26](=[O:27])[CH2:25][Br:24])=[O:27].O, predict the reaction product. The product is: [O:23]=[C:15]1[C:14](=[C:10]2[C:11]3[C:7](=[CH:6][C:5]([NH:4][CH2:3][CH2:2][O:1][C:26](=[O:27])[CH2:25][Br:24])=[CH:13][CH:12]=3)[CH2:8][O:9]2)[C:22]2[C:17](=[CH:18][CH:19]=[CH:20][CH:21]=2)[NH:16]1. (3) The product is: [CH3:40][O:39][C:32]1[CH:33]=[C:34]([O:37][CH3:38])[CH:35]=[CH:36][C:31]=1[CH2:30][N:24]([C:25]1[S:29][N:28]=[CH:27][N:26]=1)[S:21]([C:17]1[CH:16]=[C:15]2[C:20]([C:12]([C:3]3[CH:4]=[CH:5][C:6]([C:8]([F:11])([F:9])[F:10])=[CH:7][C:2]=3[C:45]3[CH:46]=[CH:47][N:42]=[CH:43][CH:44]=3)=[CH:13][N:14]2[CH3:41])=[CH:19][CH:18]=1)(=[O:23])=[O:22]. Given the reactants Br[C:2]1[CH:7]=[C:6]([C:8]([F:11])([F:10])[F:9])[CH:5]=[CH:4][C:3]=1[C:12]1[C:20]2[C:15](=[CH:16][C:17]([S:21]([N:24]([CH2:30][C:31]3[CH:36]=[CH:35][C:34]([O:37][CH3:38])=[CH:33][C:32]=3[O:39][CH3:40])[C:25]3[S:29][N:28]=[CH:27][N:26]=3)(=[O:23])=[O:22])=[CH:18][CH:19]=2)[N:14]([CH3:41])[CH:13]=1.[N:42]1[CH:47]=[CH:46][C:45](B(O)O)=[CH:44][CH:43]=1.P([O-])([O-])([O-])=O.[K+].[K+].[K+], predict the reaction product. (4) Given the reactants Br[C:2]1[C:3]([C:20]2[S:21][C:22]([Cl:25])=[CH:23][CH:24]=2)=[N:4][C:5]([NH:8][CH2:9][CH2:10][N:11]2[C:15]([CH3:17])([CH3:16])[C:14](=[O:18])[NH:13][C:12]2=[O:19])=[N:6][CH:7]=1.[OH:26][C:27]1[CH:28]=[C:29](B(O)O)[CH:30]=[CH:31][CH:32]=1, predict the reaction product. The product is: [Cl:25][C:22]1[S:21][C:20]([C:3]2[C:2]([C:31]3[CH:30]=[CH:29][CH:28]=[C:27]([OH:26])[CH:32]=3)=[CH:7][N:6]=[C:5]([NH:8][CH2:9][CH2:10][N:11]3[C:15]([CH3:17])([CH3:16])[C:14](=[O:18])[NH:13][C:12]3=[O:19])[N:4]=2)=[CH:24][CH:23]=1. (5) Given the reactants COC(=O)[C@H:4]([N:8]1[CH2:16][C:15]2[C:10](=[CH:11][C:12]([C:17]3[CH:22]=[CH:21][C:20]([NH:23][C:24]([NH:26][C:27]4[CH:32]=[CH:31][CH:30]=[C:29]([C:33]([F:36])([F:35])[F:34])[CH:28]=4)=[O:25])=[CH:19][CH:18]=3)=[CH:13][CH:14]=2)[C:9]1=[O:37])[CH:5]([CH3:7])C.BrC1C=C2C(CN(CCC[C:53]([O:55][CH3:56])=[O:54])C2=O)=CC=1.CC1(C)C(C)(C)OB(C2C=CC(NC(NC3C=CC=C(C(F)(F)F)C=3)=O)=CC=2)O1, predict the reaction product. The product is: [O:37]=[C:9]1[C:10]2[C:15](=[CH:14][CH:13]=[C:12]([C:17]3[CH:18]=[CH:19][C:20]([NH:23][C:24]([NH:26][C:27]4[CH:32]=[CH:31][CH:30]=[C:29]([C:33]([F:35])([F:34])[F:36])[CH:28]=4)=[O:25])=[CH:21][CH:22]=3)[CH:11]=2)[CH2:16][N:8]1[CH2:4][CH2:5][CH2:7][C:53]([O:55][CH3:56])=[O:54]. (6) Given the reactants Br[C:2]1[S:6][C:5]([NH:7][C:8](=[O:23])[N:9]([CH:16]2[CH2:21][CH2:20][CH:19]([CH3:22])[CH2:18][CH2:17]2)[CH:10]2[CH2:15][CH2:14][O:13][CH2:12][CH2:11]2)=[N:4][CH:3]=1.[C:24]([O:28][CH3:29])(=[O:27])[CH2:25][SH:26], predict the reaction product. The product is: [CH3:29][O:28][C:24](=[O:27])[CH2:25][S:26][C:2]1[S:6][C:5]([NH:7][C:8]([N:9]([CH:16]2[CH2:21][CH2:20][CH:19]([CH3:22])[CH2:18][CH2:17]2)[CH:10]2[CH2:15][CH2:14][O:13][CH2:12][CH2:11]2)=[O:23])=[N:4][CH:3]=1. (7) Given the reactants [NH2:1][C:2]1[CH:7]=[N:6][C:5](Br)=[CH:4][N:3]=1.[F:9][C:10]1[CH:15]=[C:14]([S:16]([CH3:19])(=[O:18])=[O:17])[CH:13]=[CH:12][C:11]=1B(O)O.C([O-])([O-])=O.[Na+].[Na+], predict the reaction product. The product is: [F:9][C:10]1[CH:15]=[C:14]([S:16]([CH3:19])(=[O:18])=[O:17])[CH:13]=[CH:12][C:11]=1[C:5]1[N:6]=[CH:7][C:2]([NH2:1])=[N:3][CH:4]=1.